This data is from Full USPTO retrosynthesis dataset with 1.9M reactions from patents (1976-2016). The task is: Predict the reactants needed to synthesize the given product. Given the product [C:12]([O:15][CH2:16][CH2:17][C:18]1[CH:19]=[CH:20][CH:21]=[C:22]2[C:26]=1[NH:25][CH:24]=[C:2]2[CH:1]=[O:5])(=[O:14])[CH3:13], predict the reactants needed to synthesize it. The reactants are: [C:1](Cl)(=[O:5])[C:2](Cl)=O.CN(C=O)C.[C:12]([O:15][CH2:16][CH2:17][C:18]1[CH:19]=[CH:20][CH:21]=[C:22]2[C:26]=1[NH:25][CH:24]=C2)(=[O:14])[CH3:13].